Dataset: Retrosynthesis with 50K atom-mapped reactions and 10 reaction types from USPTO. Task: Predict the reactants needed to synthesize the given product. (1) Given the product COc1cc(OC)nc(-n2c(=S)[nH]c3cc(C(=O)NCc4ccc(S(C)(=O)=O)cc4)ccc3c2=O)n1, predict the reactants needed to synthesize it. The reactants are: COc1cc(OC)nc(-n2c(=S)[nH]c3cc(C(=O)O)ccc3c2=O)n1.CS(=O)(=O)c1ccc(CN)cc1. (2) Given the product O=Cc1ccc(F)c(OCC2CC2)c1, predict the reactants needed to synthesize it. The reactants are: BrCC1CC1.O=Cc1ccc(F)c(O)c1. (3) The reactants are: Cc1ccc(C(=O)O)cc1-c1[nH]nc(C)c1C.N#Cc1ccc(C2(F)CNC2)cc1. Given the product Cc1ccc(C(=O)N2CC(F)(c3ccc(C#N)cc3)C2)cc1-c1[nH]nc(C)c1C, predict the reactants needed to synthesize it. (4) The reactants are: C=CC(=O)N(C)Cc1cc2ccccc2n1C.Nc1cc(=O)[nH]c2ncc(Br)cc12. Given the product CN(Cc1cc2ccccc2n1C)C(=O)C=Cc1cnc2[nH]c(=O)cc(N)c2c1, predict the reactants needed to synthesize it. (5) Given the product O=C(NCCC1CC1)c1ccc(N2CCN(C(=O)c3ccccc3C(F)(F)F)CC2)nn1, predict the reactants needed to synthesize it. The reactants are: O=C(Cl)c1ccccc1C(F)(F)F.O=C(NCCC1CC1)c1ccc(N2CCNCC2)nn1. (6) Given the product Cn1cccc1C(=O)Nc1cccc(Oc2ccc3nc(NC(=O)C4CC4)nn3c2)c1, predict the reactants needed to synthesize it. The reactants are: Cn1cccc1C(=O)O.Nc1cccc(Oc2ccc3nc(NC(=O)C4CC4)nn3c2)c1. (7) Given the product CNC(=O)c1cc(COC(=O)Oc2ccc([N+](=O)[O-])cc2)on1, predict the reactants needed to synthesize it. The reactants are: CNC(=O)c1cc(CO)on1.O=C(Cl)Oc1ccc([N+](=O)[O-])cc1. (8) Given the product CC(C)(C)OC(=O)C[C@H](NC(=O)CCc1ccc(OC(=O)c2ccc(NC(=N)N)cc2)cc1C1=NOC(CC(=O)OC(C)(C)C)(C(=O)OC(C)(C)C)C1)C(=O)OC(C)(C)C, predict the reactants needed to synthesize it. The reactants are: CC(C)(C)OC(=O)C[C@H](NC(=O)CCc1ccc(O)cc1C1=NOC(CC(=O)OC(C)(C)C)(C(=O)OC(C)(C)C)C1)C(=O)OC(C)(C)C.N=C(N)Nc1ccc(C(=O)Cl)cc1. (9) Given the product CN(C)C(=O)c1ccc(F)c(-c2nc(C(=O)O)ccc2F)c1F, predict the reactants needed to synthesize it. The reactants are: COC(=O)c1ccc(F)c(-c2c(F)ccc(C(=O)N(C)C)c2F)n1. (10) Given the product COC(=O)c1ccc(CN[C@H](C)c2cccc(OC)c2)cc1, predict the reactants needed to synthesize it. The reactants are: COC(=O)c1ccc(CBr)cc1.COc1cccc([C@@H](C)N)c1.